From a dataset of Forward reaction prediction with 1.9M reactions from USPTO patents (1976-2016). Predict the product of the given reaction. Given the reactants [CH3:1][C:2]1([CH3:20])[CH2:7][CH2:6][CH:5]([C:8]2[S:9][C:10]3[N:11]=[C:12]([CH3:19])[N:13]=[C:14]([CH2:17][OH:18])[C:15]=3[N:16]=2)[CH2:4][CH2:3]1.[CH3:21][S:22](Cl)(=[O:24])=[O:23], predict the reaction product. The product is: [CH3:21][S:22]([O:18][CH2:17][C:14]1[C:15]2[N:16]=[C:8]([CH:5]3[CH2:4][CH2:3][C:2]([CH3:20])([CH3:1])[CH2:7][CH2:6]3)[S:9][C:10]=2[N:11]=[C:12]([CH3:19])[N:13]=1)(=[O:24])=[O:23].